From a dataset of Catalyst prediction with 721,799 reactions and 888 catalyst types from USPTO. Predict which catalyst facilitates the given reaction. Reactant: C([Li])CCC.Br[C:7]1[CH:14]=[CH:13][C:10]([C:11]#[N:12])=[C:9]([CH3:15])[CH:8]=1.[B:16](OC(C)C)([O:21]C(C)C)[O:17]C(C)C. Product: [C:11]([C:10]1[CH:13]=[CH:14][C:7]([B:16]([OH:21])[OH:17])=[CH:8][C:9]=1[CH3:15])#[N:12]. The catalyst class is: 7.